Predict the reactants needed to synthesize the given product. From a dataset of Full USPTO retrosynthesis dataset with 1.9M reactions from patents (1976-2016). (1) Given the product [F:44][C:25]1[C:26]([NH:28][C:29]2[CH:34]=[CH:33][C:32]([N:35]3[CH2:40][CH2:39][N:38]([CH3:41])[CH2:37][CH2:36]3)=[CH:31][C:30]=2[O:42][CH3:43])=[N:27][C:22]([NH:20][C:15]2[C:16]([O:18][CH3:19])=[CH:17][C:10]3[CH2:9][CH2:8][N:7]([CH2:6][CH2:5][S:2]([CH3:1])(=[O:4])=[O:3])[CH2:13][CH2:12][C:11]=3[CH:14]=2)=[N:23][CH:24]=1, predict the reactants needed to synthesize it. The reactants are: [CH3:1][S:2]([CH2:5][CH2:6][N:7]1[CH2:13][CH2:12][C:11]2[CH:14]=[C:15]([NH2:20])[C:16]([O:18][CH3:19])=[CH:17][C:10]=2[CH2:9][CH2:8]1)(=[O:4])=[O:3].Cl[C:22]1[N:27]=[C:26]([NH:28][C:29]2[CH:34]=[CH:33][C:32]([N:35]3[CH2:40][CH2:39][N:38]([CH3:41])[CH2:37][CH2:36]3)=[CH:31][C:30]=2[O:42][CH3:43])[C:25]([F:44])=[CH:24][N:23]=1. (2) Given the product [NH2:1][CH:4]1[C:10](=[O:11])[NH:9][C:8]2[CH:12]=[CH:13][C:14]([N:16]3[CH2:20][C@H:19]([CH2:21][O:22][C:23](=[O:27])[CH2:24][CH2:25][CH3:26])[O:18][C:17]3=[O:28])=[CH:15][C:7]=2[CH2:6][CH2:5]1, predict the reactants needed to synthesize it. The reactants are: [N:1]([CH:4]1[C:10](=[O:11])[NH:9][C:8]2[CH:12]=[CH:13][C:14]([N:16]3[CH2:20][C@H:19]([CH2:21][O:22][C:23](=[O:27])[CH2:24][CH2:25][CH3:26])[O:18][C:17]3=[O:28])=[CH:15][C:7]=2[CH2:6][CH2:5]1)=[N+]=[N-]. (3) Given the product [Cl:27][C:26]1[C:21]([N:18]([CH2:23][CH2:24][CH2:25][CH2:26][CH2:21][CH2:33][CH3:34])[CH2:17][CH2:16][C:14]2[N:15]=[C:11]([S:10][C:7]([CH3:8])([CH3:9])[C:6]([OH:5])=[O:19])[S:12][CH:13]=2)=[N:22][CH:23]=[C:24]([C:28]([F:31])([F:30])[F:29])[CH:25]=1, predict the reactants needed to synthesize it. The reactants are: C([O:5][C:6](=[O:19])[C:7]([S:10][C:11]1[S:12][CH:13]=[C:14]([CH2:16][CH2:17][NH2:18])[N:15]=1)([CH3:9])[CH3:8])(C)(C)C.Cl[C:21]1[C:26]([Cl:27])=[CH:25][C:24]([C:28]([F:31])([F:30])[F:29])=[CH:23][N:22]=1.F[C:33](F)(F)[C:34](O)=O. (4) The reactants are: Cl[C:2]1[N:7]=[C:6](Cl)[C:5]([F:9])=[CH:4][N:3]=1.[NH:10]1[CH2:15][CH2:14][CH:13]([CH2:16][OH:17])[CH2:12][CH2:11]1.CCN(C(C)C)C(C)C.[NH2:27][C:28]1[CH:33]=[CH:32][C:31]([N:34]2[CH2:39][CH2:38][N:37]([C:40](=[O:42])[CH3:41])[CH2:36][CH2:35]2)=[CH:30][CH:29]=1. Given the product [F:9][C:5]1[C:6]([N:10]2[CH2:15][CH2:14][CH:13]([CH2:16][OH:17])[CH2:12][CH2:11]2)=[N:7][C:2]([NH:27][C:28]2[CH:29]=[CH:30][C:31]([N:34]3[CH2:35][CH2:36][N:37]([C:40](=[O:42])[CH3:41])[CH2:38][CH2:39]3)=[CH:32][CH:33]=2)=[N:3][CH:4]=1, predict the reactants needed to synthesize it. (5) Given the product [S:28]1[C:32]2[CH2:31][CH:36]([CH2:11][CH2:12][CH2:13][CH2:14][O:15][C:16]3[CH:17]=[CH:18][C:19]4[CH2:25][CH2:24][NH:23][C:22](=[O:26])[NH:21][C:20]=4[N:27]=3)[CH2:35][NH:34][C:33]=2[CH:30]=[CH:29]1, predict the reactants needed to synthesize it. The reactants are: C1C2C(=CC=CC=2)CCN1[CH2:11][CH2:12][CH2:13][CH2:14][O:15][C:16]1[CH:17]=[CH:18][C:19]2[CH2:25][CH2:24][NH:23][C:22](=[O:26])[NH:21][C:20]=2[N:27]=1.[S:28]1[C:32]2[CH2:33][NH:34][CH2:35][CH2:36][C:31]=2[CH:30]=[CH:29]1. (6) Given the product [CH3:1][C:2]1[O:6][C:5]([C:7]2[CH:12]=[CH:11][CH:10]=[CH:9][CH:8]=2)=[N:4][C:3]=1[CH2:13][CH2:14][O:15][C:17]1[CH:18]=[C:19]([CH:22]=[CH:23][CH:24]=1)[CH:20]=[O:21], predict the reactants needed to synthesize it. The reactants are: [CH3:1][C:2]1[O:6][C:5]([C:7]2[CH:12]=[CH:11][CH:10]=[CH:9][CH:8]=2)=[N:4][C:3]=1[CH2:13][CH2:14][OH:15].O[C:17]1[CH:18]=[C:19]([CH:22]=[CH:23][CH:24]=1)[CH:20]=[O:21].C1(P(C2C=CC=CC=2)C2C=CC=CC=2)C=CC=CC=1.N(C(N1CCCCC1)=O)=NC(N1CCCCC1)=O. (7) Given the product [F:8][C:6]1[CH:5]=[CH:4][C:3]([CH2:9][OH:10])=[C:2](/[CH:19]=[CH:18]/[C:15]2[CH:16]=[CH:17][C:12]([F:11])=[CH:13][CH:14]=2)[CH:7]=1, predict the reactants needed to synthesize it. The reactants are: Br[C:2]1[CH:7]=[C:6]([F:8])[CH:5]=[CH:4][C:3]=1[CH2:9][OH:10].[F:11][C:12]1[CH:17]=[CH:16][C:15]([CH:18]=[CH2:19])=[CH:14][CH:13]=1.CCN(CC)CC.